Dataset: Experimentally validated miRNA-target interactions with 360,000+ pairs, plus equal number of negative samples. Task: Binary Classification. Given a miRNA mature sequence and a target amino acid sequence, predict their likelihood of interaction. (1) The miRNA is hsa-miR-3181 with sequence AUCGGGCCCUCGGCGCCGG. The protein sequence of the target gene is MLPCLVVLLAALLSLRLGSDAHGTELPSPPSVWFEAEFFHHILHWTPIPNQSESTCYEVALLRYGIESWNSISNCSQTLSYDLTAVTLDLYHSNGYRARVRAVDGSRHSNWTVTNTRFSVDEVTLTVGSVNLEIHNGFILGKIQLPRPKMAPANDTYESIFSHFREYEIAIRKVPGNFTFTHKKVKHENFSLLTSGEVGEFCVQVKPSVASRSNKGMWSKEECISLTRQYFTVTNVIIFFAFVLLLSGALAYCLALQLYVRRRKKLPSVLLFKKPSPFIFISQRPSPETQDTIHPLDEEA.... Result: 0 (no interaction). (2) The miRNA is hsa-miR-5586-5p with sequence UAUCCAGCUUGUUACUAUAUGC. The protein sequence of the target gene is MRDNEKAWWQQWTSHTGLEGWGGTQEDRMGFGGAVAALRGRPSPLQSTIHESYGRPEEQVLINRQEITNKADAWDMQEFITHMYIKQLLRHPAFQLLLALLLVINAITIALRTNSYLDQKHYELFSTIDDIVLTILLCEVLLGWLNGFWIFWKDGWNILNFIIVFILLLRFFINEINIPSINYTLRALRLVHVCMAVEPLARIIRVILQSVPDMANIMVLILFFMLVFSVFGVTLFGAFVPKHFQNIQVALYTLFICITQDGWVDIYSDFQTEKREYAMEIGGAIYFTIFITIGAFIGIN.... Result: 1 (interaction). (3) The miRNA is mmu-miR-133a-3p with sequence UUUGGUCCCCUUCAACCAGCUG. The protein sequence of the target gene is MVGTMPLCGRRAILEDSKADGTEAQPLVPTGCLMVLLHWPGPEGGEPWVTFSQTSLTAEEVCIHIAHKVGITPPCLNLFALYNAQAKVWLPPNHILDTSQDMNLYFRMRFYFRNWHGMNPQEPAVYRCGFPGAETSSDRAEQGVQLLDSASFEYLFEQGKHEFMNDVVSLRDLSSEEEIHHFKNESLGMAFLHLCHLALSRGVPLEEMAREISFKNCIPHSFRQHIRQHNVLTRLRLHRVFRRFLRAFRPGHLSQQVVMVKYLATLERLAPRFGSERIPVCHLEVLAQPERDPCYIQNSG.... Result: 0 (no interaction). (4) The miRNA is cel-miR-73-3p with sequence UGGCAAGAUGUAGGCAGUUCAGU. The protein sequence of the target gene is MEKTKTKQGENEHMPVNNPSTQIYQLQALASELKTGFTEAMQELSRIQHGEYALEEKVKSCRCSMEEKVTEMKNSLNYFKEELSNAMSMIQAITSKQEEMQQKIEQLQQEKRRESRKVKAKKTQKEEHSSQAGPAQAQGSPFRSINIPEPVLPSEDFTNLLPSQAYEKAQESRSVHVGDSNVKGMMGPGVNPTTPEAEENLKSCLSADIQSKGHLPSGMWRQPKDGKEWGEEYVTKDHPDKLKEAGQGRHSSLENVLCETSLAAKRQTVALELLESERKYVINISLILKIKATFQGSDGK.... Result: 0 (no interaction). (5) The miRNA is mmu-miR-7017-5p with sequence AGAGGGUUGUGAGACUAGGGCUGU. The protein sequence of the target gene is MPCACNRSNWRRWIRPLLVLFYATTILVAVPICIWKFQKMKVGMHTKSWFIAGIFLLLTIPVSLWGILQHLVHYTQPELQKPIIRILWMVPIYSVDSWVALVYPKIAIYVDTWRECYEAYVIYNFMIFLTNYLTIRFPNLILHLEAKDQQNHILPLCCCPPWAMGEMLLFRCKLGVLQYTVVRPITTVTALVCEILDVYDEGNFGFSNAWTYLVILNNLSQLFAMYCLLLFYKVLKEELSPIQPVGKFLCVKLVVFVSFWQAVLIALLVKLGVISEKRTWEWQSAEAVATGLQDFIICIE.... Result: 0 (no interaction). (6) The miRNA is hsa-miR-548x-5p with sequence UGCAAAAGUAAUUGCAGUUUUUG. The protein sequence of the target gene is MRSSARGRPLQAATAFFLSLFFFLRRFERGFWLWGGDSETKVYVGNLGTGAGKGELERAFSYYGPLRTVWIARNPPGFAFVEFEDPRDAEDAVRGLDGKVICGSRVRVELSTGMPRRSRFDRPPARRPFDPNDRCYECGEKGHYAYDCHRYSRRRRSRSRSRSHSRSRGRRYSRSRSRSRGRRSRSASPRRSRSVSLRRSRSASLRRSRSGSIIGSRYFQSRSRSRSRSRSISRPRSSRSKSRSPSPKRSRSPSGSPHRSASPERMD. Result: 0 (no interaction). (7) The miRNA is mmu-miR-669b-5p with sequence AGUUUUGUGUGCAUGUGCAUGU. Result: 0 (no interaction). The protein sequence of the target gene is MAAAMVPGRSESWERGEPGRPALYFCGSIRGGREDRTLYERIVSRLRRFGTVLTEHVAAAELGARGEEAAGGDRLIHEQDLEWLQQADVVVAEVTQPSLGVGYELGRAVAFNKRILCLFRPQSGRVLSAMIRGAADGSRFQVWDYEEGEVEALLDRYFEADPPGQVAASPDPTT. (8) The miRNA is hsa-miR-660-3p with sequence ACCUCCUGUGUGCAUGGAUUA. The protein sequence of the target gene is MENRPGSFQYVPVQLQGGAPWGFTLKGGLEHCEPLTVSKIEDGGKAALSQKMRTGDELVNINGTPLYGSRQEALILIKGSFRILKLIVRRRNAPVSRPHSWHVAKLLEGCPEAATTMHFPSEAFSLSWHSGCNTSDVCVQWCPLSRHCSTEKSSSIGSMESLEQPGQATYESHLLPIDQNMYPNQRDSAYSSFSASSNASDCALSLRPEEPASTDCIMQGPGPTKAPSGRPNVAETSGGSRRTNGGHLTPSSQMSSRPQEGYQSGPAKAVRGPPQPPVRRDSLQASRAQLLNGEQRRASE.... Result: 1 (interaction). (9) The miRNA is hsa-miR-381-5p with sequence AGCGAGGUUGCCCUUUGUAUAU. The protein sequence of the target gene is MKLLMVLMLAALSQHCYAGSGCPLLENVISKTINPQVSKTEYKELLQEFIDDNATTNAIDELKECFLNQTDETLSNVEVFMQLIYDSSLCDLF. Result: 0 (no interaction). (10) The miRNA is mmu-miR-26a-5p with sequence UUCAAGUAAUCCAGGAUAGGCU. The protein sequence of the target gene is MSLLDCFCASRTRVESLRPEKQSETSIHQYLVDESAISRPPPSARASEVICSTDVSHYELQVEIGRGFDNLTSVHLARHTPTGTLVTVKITNLESCTEERLKALQRAVILSHFFQHPNITTYWTVFTVGSWLWVISPFMAYGSASQLLRTYFPDGMSETLIRNILFGAVQGLNYLHQNGCIHRSFKASHILISGDGLVTLSGLSHLHSLLKHGQRHRAVFDFPQFSTSVQPWLSPELLRQDLHGYNVKSDIYSVGITACELASGQVPFQDMHRTQMLLQKLKGPPYSPLDVSIFPQSDSR.... Result: 1 (interaction).